Dataset: Reaction yield outcomes from USPTO patents with 853,638 reactions. Task: Predict the reaction yield, written as a fraction of the theoretical maximum amount of product (1.0 means a 100% yield; for example, 0.34 means a 34% yield). (1) The product is [NH2:19][C:2]1[CH:7]=[CH:6][C:5]([N+:8]([O-:10])=[O:9])=[CH:4][C:3]=1[S:11]([NH2:14])(=[O:13])=[O:12]. The reactants are Cl[C:2]1[CH:7]=[CH:6][C:5]([N+:8]([O-:10])=[O:9])=[CH:4][C:3]=1[S:11]([NH2:14])(=[O:13])=[O:12].C(=O)([O-])[O-].[NH4+:19].[NH4+].[OH-].[NH4+]. The yield is 0.610. The catalyst is S([O-])([O-])(=O)=O.[Cu+2]. (2) The reactants are [CH2:1]([CH:4]1[CH2:9][CH2:8][CH:7]([C:10]([OH:12])=[O:11])[CH2:6][CH2:5]1)[C:2]#[CH:3].[CH2:13](Cl)Cl.CO.[Si](C=[N+]=[N-])(C)(C)C. The catalyst is C(O)(=O)C. The product is [CH2:1]([CH:4]1[CH2:9][CH2:8][CH:7]([C:10]([O:12][CH3:13])=[O:11])[CH2:6][CH2:5]1)[C:2]#[CH:3]. The yield is 0.800. (3) The reactants are Br[C:2]1[CH:18]=[CH:17][C:5]([O:6][CH:7]([CH3:16])[CH2:8][NH:9][S:10]([CH:13]([CH3:15])[CH3:14])(=[O:12])=[O:11])=[CH:4][CH:3]=1.O.[NH2:20][C:21]1[CH:22]=[C:23](B(O)O)[CH:24]=[CH:25][CH:26]=1.C(=O)([O-])[O-].[Na+].[Na+]. The catalyst is C1C=CC([P]([Pd]([P](C2C=CC=CC=2)(C2C=CC=CC=2)C2C=CC=CC=2)([P](C2C=CC=CC=2)(C2C=CC=CC=2)C2C=CC=CC=2)[P](C2C=CC=CC=2)(C2C=CC=CC=2)C2C=CC=CC=2)(C2C=CC=CC=2)C2C=CC=CC=2)=CC=1.O1CCOCC1. The product is [NH2:20][C:21]1[CH:26]=[C:25]([C:2]2[CH:18]=[CH:17][C:5]([O:6][CH:7]([CH3:16])[CH2:8][NH:9][S:10]([CH:13]([CH3:15])[CH3:14])(=[O:12])=[O:11])=[CH:4][CH:3]=2)[CH:24]=[CH:23][CH:22]=1. The yield is 0.820. (4) The reactants are [CH3:1][C:2]1[C:6]([C:7]2[CH:15]=[C:14]3[C:10]([C:11]4[C:19]([C:20]5[C:29]6[C:24](=[CH:25][CH:26]=[CH:27][CH:28]=6)[C:23]([C:30]([OH:32])=O)=[CH:22][CH:21]=5)=[N:18][C:17]([CH3:33])=[N:16][C:12]=4[NH:13]3)=[CH:9][C:8]=2[O:34][CH3:35])=[C:5]([CH3:36])[O:4][N:3]=1.C([N:44]1[CH2:49][CH2:48][NH:47][CH2:46][C@@H:45]1[CH3:50])(OC(C)(C)C)=O.C(C(O)=O)(F)(F)F. The product is [CH3:1][C:2]1[C:6]([C:7]2[CH:15]=[C:14]3[C:10]([C:11]4[C:19]([C:20]5[C:29]6[C:24](=[CH:25][CH:26]=[CH:27][CH:28]=6)[C:23]([C:30]([N:47]6[CH2:48][CH2:49][NH:44][C@@H:45]([CH3:50])[CH2:46]6)=[O:32])=[CH:22][CH:21]=5)=[N:18][C:17]([CH3:33])=[N:16][C:12]=4[NH:13]3)=[CH:9][C:8]=2[O:34][CH3:35])=[C:5]([CH3:36])[O:4][N:3]=1. No catalyst specified. The yield is 0.410.